Dataset: CYP1A2 inhibition data for predicting drug metabolism from PubChem BioAssay. Task: Regression/Classification. Given a drug SMILES string, predict its absorption, distribution, metabolism, or excretion properties. Task type varies by dataset: regression for continuous measurements (e.g., permeability, clearance, half-life) or binary classification for categorical outcomes (e.g., BBB penetration, CYP inhibition). Dataset: cyp1a2_veith. (1) The compound is Oc1ccc2[nH]cc(CCCCN3CC=C(c4ccccc4)CC3)c2c1. The result is 1 (inhibitor). (2) The drug is C[N+](C)(N)CCC[N+](C)(C)N. The result is 0 (non-inhibitor).